This data is from Full USPTO retrosynthesis dataset with 1.9M reactions from patents (1976-2016). The task is: Predict the reactants needed to synthesize the given product. (1) Given the product [Cl:80][C:74]1[CH:75]=[C:76]([CH:77]([CH3:78])[CH3:79])[C:70]2[O:69][C:68]([S:67][CH2:26][CH2:27][N:28]3[CH2:29][CH2:30][N:31]([CH2:34][C:35]([NH:37][C:38]4[C:39]([N:51]5[CH2:56][CH2:55][O:54][CH2:53][CH2:52]5)=[N:40][C:41]([CH3:50])=[CH:42][C:43]=4[N:44]4[CH2:45][CH2:46][O:47][CH2:48][CH2:49]4)=[O:36])[CH2:32][CH2:33]3)=[N:72][C:71]=2[C:73]=1[CH3:81], predict the reactants needed to synthesize it. The reactants are: OCCN1CCN(CC(NC2C(SC)=NC(C)=CC=2SC)=O)CC1.O[CH2:26][CH2:27][N:28]1[CH2:33][CH2:32][N:31]([CH2:34][C:35]([NH:37][C:38]2[C:39]([N:51]3[CH2:56][CH2:55][O:54][CH2:53][CH2:52]3)=[N:40][C:41]([CH3:50])=[CH:42][C:43]=2[N:44]2[CH2:49][CH2:48][O:47][CH2:46][CH2:45]2)=[O:36])[CH2:30][CH2:29]1.SC1NC2C=CC=CC=2N=1.[SH:67][C:68]1[O:69][C:70]2[C:76]([CH:77]([CH3:79])[CH3:78])=[CH:75][C:74]([Cl:80])=[C:73]([CH3:81])[C:71]=2[N:72]=1. (2) Given the product [NH2:5][C@H:6]1[CH2:14][C:13]2[C:8](=[CH:9][CH:10]=[C:11]([NH:15][C:16]([C:18]3[C:19]([C:25]4[CH:26]=[CH:27][C:28]([C:31]([F:32])([F:33])[F:34])=[CH:29][CH:30]=4)=[C:20]([CH3:24])[CH:21]=[CH:22][CH:23]=3)=[O:17])[CH:12]=2)[CH2:7]1, predict the reactants needed to synthesize it. The reactants are: COC([NH:5][C@H:6]1[CH2:14][C:13]2[C:8](=[CH:9][CH:10]=[C:11]([NH:15][C:16]([C:18]3[C:19]([C:25]4[CH:30]=[CH:29][C:28]([C:31]([F:34])([F:33])[F:32])=[CH:27][CH:26]=4)=[C:20]([CH3:24])[CH:21]=[CH:22][CH:23]=3)=[O:17])[CH:12]=2)[CH2:7]1)=O.I[Si](C)(C)C.CO. (3) Given the product [CH:20]1([NH:25][C:5]2[S:6][C:7]([C:15]3[CH:19]=[CH:18][NH:17][N:16]=3)=[C:8]3[CH2:13][CH2:12][CH2:11][C:10](=[O:14])[C:9]=23)[CH2:24][CH2:23][CH2:22][CH2:21]1, predict the reactants needed to synthesize it. The reactants are: CS([C:5]1[S:6][C:7]([C:15]2[CH:19]=[CH:18][NH:17][N:16]=2)=[C:8]2[CH2:13][CH2:12][CH2:11][C:10](=[O:14])[C:9]=12)(=O)=O.[CH:20]1([NH2:25])[CH2:24][CH2:23][CH2:22][CH2:21]1. (4) Given the product [CH2:22]([O:24][C:25](=[O:28])[CH2:26][O:13][C:10]1[CH:11]=[CH:12][N:8]([CH2:7][C:6]2[CH:14]=[C:2]([Br:1])[CH:3]=[CH:4][C:5]=2[O:15][CH2:16][CH:17]([CH2:20][CH3:21])[CH2:18][CH3:19])[N:9]=1)[CH3:23], predict the reactants needed to synthesize it. The reactants are: [Br:1][C:2]1[CH:3]=[CH:4][C:5]([O:15][CH2:16][CH:17]([CH2:20][CH3:21])[CH2:18][CH3:19])=[C:6]([CH:14]=1)[CH2:7][N:8]1[CH:12]=[CH:11][C:10]([OH:13])=[N:9]1.[CH2:22]([O:24][C:25](=[O:28])[CH2:26]Br)[CH3:23].C([O-])([O-])=O.[K+].[K+].